From a dataset of Forward reaction prediction with 1.9M reactions from USPTO patents (1976-2016). Predict the product of the given reaction. (1) Given the reactants [Cl:1][C:2]1[CH:7]=[CH:6][CH:5]=[CH:4][C:3]=1[C:8]1[C:12]([C:13]2[N:14]([CH2:18][O:19][CH2:20][CH2:21][Si:22]([CH3:25])([CH3:24])[CH3:23])[CH:15]=[CH:16][N:17]=2)=[CH:11][N:10]([C:26]2[C:31]([CH3:32])=[CH:30][N:29]=[C:28]([NH:33][CH2:34][C:35]3[CH:40]=[CH:39][C:38]([O:41][CH3:42])=[CH:37][C:36]=3[O:43][CH3:44])[CH:27]=2)[N:9]=1.CCN(C(C)C)C(C)C.[C:54](Cl)(=[O:56])[CH3:55], predict the reaction product. The product is: [Cl:1][C:2]1[CH:7]=[CH:6][CH:5]=[CH:4][C:3]=1[C:8]1[C:12]([C:13]2[N:14]([CH2:18][O:19][CH2:20][CH2:21][Si:22]([CH3:24])([CH3:23])[CH3:25])[CH:15]=[CH:16][N:17]=2)=[CH:11][N:10]([C:26]2[C:31]([CH3:32])=[CH:30][N:29]=[C:28]([N:33]([CH2:34][C:35]3[CH:40]=[CH:39][C:38]([O:41][CH3:42])=[CH:37][C:36]=3[O:43][CH3:44])[C:54](=[O:56])[CH3:55])[CH:27]=2)[N:9]=1. (2) Given the reactants C(O)(=O)C.[F:5][C:6]1[C:11]([O:12][CH2:13][CH2:14][OH:15])=[CH:10][C:9]([O:16][CH3:17])=[CH:8][C:7]=1[CH:18]([NH:31][C:32]1[CH:40]=[CH:39][C:35]([C:36]([NH2:38])=[NH:37])=[CH:34][CH:33]=1)[C:19]1[NH:23][C:22](=[O:24])[N:21]([C:25]2[N:30]=[CH:29][CH:28]=[CH:27][N:26]=2)[N:20]=1.CN(C=O)C.[N+](C1C=CC([O:55][C:56](=O)[O:57][CH2:58][C:59]([CH3:62])([CH3:61])[CH3:60])=CC=1)([O-])=O.C(N(CC)CC)C, predict the reaction product. The product is: [CH3:60][C:59]([CH3:62])([CH3:61])[CH2:58][O:57][C:56](=[O:55])[N:37]=[C:36]([NH2:38])[C:35]1[CH:34]=[CH:33][C:32]([NH:31][CH:18]([C:7]2[CH:8]=[C:9]([O:16][CH3:17])[CH:10]=[C:11]([O:12][CH2:13][CH2:14][OH:15])[C:6]=2[F:5])[C:19]2[NH:23][C:22](=[O:24])[N:21]([C:25]3[N:26]=[CH:27][CH:28]=[CH:29][N:30]=3)[N:20]=2)=[CH:40][CH:39]=1. (3) Given the reactants [CH3:1][C:2]([CH3:42])([CH3:41])[C:3]([O:5][CH2:6][O:7][C:8]([C@:10]1([NH:33]C(OC(C)(C)C)=O)[CH2:15][C@H:14]([S:16][C:17]2[N:21]=[CH:20][NH:19][N:18]=2)[C@@H:13]2[C@H:11]1[C@H:12]2[C:22]([O:24][CH2:25][O:26][C:27](=[O:32])[C:28]([CH3:31])([CH3:30])[CH3:29])=[O:23])=[O:9])=[O:4], predict the reaction product. The product is: [NH2:33][C@@:10]1([C:8]([O:7][CH2:6][O:5][C:3](=[O:4])[C:2]([CH3:42])([CH3:41])[CH3:1])=[O:9])[CH2:15][C@H:14]([S:16][C:17]2[N:21]=[CH:20][NH:19][N:18]=2)[C@@H:13]2[C@H:11]1[C@H:12]2[C:22]([O:24][CH2:25][O:26][C:27](=[O:32])[C:28]([CH3:31])([CH3:30])[CH3:29])=[O:23]. (4) The product is: [CH2:14]([NH:13][CH2:21][C@@H:22]1[CH2:23][CH2:24][C@H:25]([CH2:28][C:29]([O:33][CH2:32][CH3:31])=[O:1])[CH2:26][CH2:27]1)[C:15]1[CH:16]=[CH:17][CH:18]=[CH:19][CH:20]=1. Given the reactants [OH:1]S(O)(=O)=O.C([N:13]([CH2:21][C@@H:22]1[CH2:27][CH2:26][C@H:25]([CH2:28][C:29]#N)[CH2:24][CH2:23]1)[CH2:14][C:15]1[CH:20]=[CH:19][CH:18]=[CH:17][CH:16]=1)C1C=CC=CC=1.[CH3:31][CH2:32][OH:33], predict the reaction product. (5) Given the reactants [N:1]1[C:6]2[NH:7][CH:8]=[CH:9][C:5]=2[C:4](O)=[N:3][CH:2]=1.P(Cl)(Cl)([Cl:13])=O, predict the reaction product. The product is: [Cl:13][C:4]1[C:5]2[CH:9]=[CH:8][NH:7][C:6]=2[N:1]=[CH:2][N:3]=1. (6) The product is: [CH3:31][N:28]1[C:11]2=[C:12]3[CH:17]=[C:16]([C:18]4[N:19]=[C:20]([NH:24][C:25](=[O:27])[CH3:26])[CH:21]=[CH:22][CH:23]=4)[NH:15][C:13]3=[N:14][C:9]([NH:7][CH3:6])=[C:10]2[N:30]=[CH:29]1. Given the reactants C(O[C:6](=O)[N:7]([C:9]1[N:14]=[C:13]2[NH:15][C:16]([C:18]3[CH:23]=[CH:22][CH:21]=[C:20]([NH:24][C:25](=[O:27])[CH3:26])[N:19]=3)=[CH:17][C:12]2=[C:11]2[N:28]([CH3:31])[CH:29]=[N:30][C:10]=12)C)(C)(C)C.FC(F)(F)C(O)=O, predict the reaction product. (7) Given the reactants Br[C:2]1[CH:7]=[CH:6][C:5]([CH2:8][CH2:9][CH2:10][N:11]([CH3:13])[CH3:12])=[C:4]([Cl:14])[C:3]=1[CH3:15].C(=O)=O.CC(C)=O.[Li]CCCC.C(O[B:32]1[O:36][C:35]([CH3:38])([CH3:37])[C:34]([CH3:40])([CH3:39])[O:33]1)(C)C, predict the reaction product. The product is: [Cl:14][C:4]1[C:3]([CH3:15])=[C:2]([B:32]2[O:36][C:35]([CH3:38])([CH3:37])[C:34]([CH3:40])([CH3:39])[O:33]2)[CH:7]=[CH:6][C:5]=1[CH2:8][CH2:9][CH2:10][N:11]([CH3:13])[CH3:12]. (8) Given the reactants [C:1]([CH2:4][C:5]([O:7][C@H:8]([C:19]1[CH:24]=[CH:23][C:22]([O:25][CH:26]([F:28])[F:27])=[C:21]([O:29][CH2:30][CH:31]2[CH2:33][CH2:32]2)[CH:20]=1)[CH2:9][C:10]1[C:15]([Cl:16])=[CH:14][N+:13]([O-:17])=[CH:12][C:11]=1[Cl:18])=[O:6])([OH:3])=[O:2].[CH:34]1([CH2:37][O:38][C:39]2[CH:44]=[C:43]([CH2:45]O)[CH:42]=[CH:41][C:40]=2[N:47]([S:55]([CH3:58])(=[O:57])=[O:56])[C:48](=[O:54])[O:49][C:50]([CH3:53])([CH3:52])[CH3:51])[CH2:36][CH2:35]1, predict the reaction product. The product is: [C:50]([O:49][C:48]([N:47]([C:40]1[CH:41]=[CH:42][C:43]([CH2:45][O:2][C:1](=[O:3])[CH2:4][C:5]([O:7][C@H:8]([C:19]2[CH:24]=[CH:23][C:22]([O:25][CH:26]([F:28])[F:27])=[C:21]([O:29][CH2:30][CH:31]3[CH2:32][CH2:33]3)[CH:20]=2)[CH2:9][C:10]2[C:15]([Cl:16])=[CH:14][N+:13]([O-:17])=[CH:12][C:11]=2[Cl:18])=[O:6])=[CH:44][C:39]=1[O:38][CH2:37][CH:34]1[CH2:35][CH2:36]1)[S:55]([CH3:58])(=[O:56])=[O:57])=[O:54])([CH3:53])([CH3:51])[CH3:52]. (9) Given the reactants [Br:1][C:2]1[CH:3]=[CH:4][C:5]2[CH:11]3[CH2:12][CH:9]([CH2:10]3)[N:8]3[C:13]([C:19](O)=[O:20])=[C:14]([C:16](=[O:18])[NH2:17])[N:15]=[C:7]3[C:6]=2[CH:22]=1.[CH:23]([NH2:26])([CH3:25])[CH3:24], predict the reaction product. The product is: [Br:1][C:2]1[CH:3]=[CH:4][C:5]2[CH:11]3[CH2:12][CH:9]([CH2:10]3)[N:8]3[C:13]([C:19]([NH:26][CH:23]([CH3:25])[CH3:24])=[O:20])=[C:14]([C:16]([NH2:17])=[O:18])[N:15]=[C:7]3[C:6]=2[CH:22]=1. (10) The product is: [C:41]([O:40][C:38]([N:34]1[CH2:33][C@@H:32]2[CH2:37][C@H:35]1[CH2:36][N:31]2[C:29]([C@@:9]1([C:5]2([OH:4])[CH2:6][CH2:7][CH2:8]2)[CH2:13][CH2:12][C@@H:11]([N:14]([C:23](=[O:28])[C:24]([F:26])([F:27])[F:25])[C@@H:15]2[C@H:20]([O:21][CH3:22])[CH2:19][O:18][CH2:17][CH2:16]2)[CH2:10]1)=[O:30])=[O:39])([CH3:44])([CH3:42])[CH3:43]. Given the reactants C([O:4][C:5]1([C@:9]2([C:29]([N:31]3[CH2:36][C@@H:35]4[CH2:37][C@H:32]3[CH2:33][N:34]4[C:38]([O:40][C:41]([CH3:44])([CH3:43])[CH3:42])=[O:39])=[O:30])[CH2:13][CH2:12][C@@H:11]([N:14]([C:23](=[O:28])[C:24]([F:27])([F:26])[F:25])[C@@H:15]3[C@H:20]([O:21][CH3:22])[CH2:19][O:18][CH2:17][CH2:16]3)[CH2:10]2)[CH2:8][CH2:7][CH2:6]1)(=O)C.C(=O)([O-])[O-].[K+].[K+], predict the reaction product.